This data is from Catalyst prediction with 721,799 reactions and 888 catalyst types from USPTO. The task is: Predict which catalyst facilitates the given reaction. (1) Reactant: [CH3:1][C:2]1[O:6][N:5]=[C:4]([C:7]2[CH:12]=[CH:11][CH:10]=[C:9]([C:13]([F:16])([F:15])[F:14])[CH:8]=2)[C:3]=1[C:17]([OH:19])=O.Cl.C(N=C=NCCCN(C)C)C.[CH3:32][O:33][C:34]1[CH:39]=[CH:38][CH:37]=[CH:36][C:35]=1[N:40]1[CH2:45][CH2:44][NH:43][CH2:42][CH2:41]1. Product: [CH3:32][O:33][C:34]1[CH:39]=[CH:38][CH:37]=[CH:36][C:35]=1[N:40]1[CH2:45][CH2:44][N:43]([C:17]([C:3]2[C:4]([C:7]3[CH:12]=[CH:11][CH:10]=[C:9]([C:13]([F:14])([F:15])[F:16])[CH:8]=3)=[N:5][O:6][C:2]=2[CH3:1])=[O:19])[CH2:42][CH2:41]1. The catalyst class is: 4. (2) Reactant: C[O:2][C:3](=[O:22])[C:4]1[CH:9]=[C:8]([S:10][C:11]2[C:19]3[C:14](=[CH:15][C:16]([Cl:20])=[CH:17][CH:18]=3)[NH:13][C:12]=2[CH3:21])[CH:7]=[N:6][CH:5]=1.[CH2:23](Br)[C:24]1[CH:29]=[CH:28][CH:27]=[CH:26][CH:25]=1.[H-].[Na+].Cl. Product: [CH2:23]([N:13]1[C:14]2[C:19](=[CH:18][CH:17]=[C:16]([Cl:20])[CH:15]=2)[C:11]([S:10][C:8]2[CH:7]=[N:6][CH:5]=[C:4]([CH:9]=2)[C:3]([OH:2])=[O:22])=[C:12]1[CH3:21])[C:24]1[CH:29]=[CH:28][CH:27]=[CH:26][CH:25]=1. The catalyst class is: 198. (3) Reactant: [Cl:1][CH:2]([C:8](=[O:12])[CH2:9][CH2:10][CH3:11])[C:3]([O:5][CH2:6][CH3:7])=[O:4].C(N(CC)CC)C.C(O)=O. Product: [Cl:1][C@@H:2]([C@H:8]([OH:12])[CH2:9][CH2:10][CH3:11])[C:3]([O:5][CH2:6][CH3:7])=[O:4]. The catalyst class is: 3. (4) Reactant: [Br:1][C:2]1[CH:8]=[C:7]([F:9])[CH:6]=[CH:5][C:3]=1[NH2:4].Cl.N([O-])=O.[Na+].[N-:15]=[N+:16]=[N-].[Na+]. Product: [N:4]([C:3]1[CH:5]=[CH:6][C:7]([F:9])=[CH:8][C:2]=1[Br:1])=[N+:15]=[N-:16]. The catalyst class is: 6.